From a dataset of Full USPTO retrosynthesis dataset with 1.9M reactions from patents (1976-2016). Predict the reactants needed to synthesize the given product. (1) Given the product [F:27][C:28]([F:41])([F:40])[S:29]([O:26][C:3]1[C:2]([F:1])=[CH:7][CH:6]=[CH:5][C:4]=1[C:8]1[CH:13]=[CH:12][C:11]([O:14][CH2:15][C:16]2[CH:25]=[CH:24][C:23]3[C:18](=[CH:19][CH:20]=[CH:21][CH:22]=3)[N:17]=2)=[CH:10][CH:9]=1)(=[O:31])=[O:30], predict the reactants needed to synthesize it. The reactants are: [F:1][C:2]1[CH:7]=[CH:6][CH:5]=[C:4]([C:8]2[CH:13]=[CH:12][C:11]([O:14][CH2:15][C:16]3[CH:25]=[CH:24][C:23]4[C:18](=[CH:19][CH:20]=[CH:21][CH:22]=4)[N:17]=3)=[CH:10][CH:9]=2)[C:3]=1[OH:26].[F:27][C:28]([F:41])([F:40])[S:29](O[S:29]([C:28]([F:41])([F:40])[F:27])(=[O:31])=[O:30])(=[O:31])=[O:30]. (2) The reactants are: [NH2:1][C:2]1[CH:9]=[CH:8][C:5]([C:6]#[N:7])=[CH:4][N:3]=1.[NH2:10][OH:11]. Given the product [NH2:1][C:2]1[N:3]=[CH:4][C:5]([C:6](=[N:10][OH:11])[NH2:7])=[CH:8][CH:9]=1, predict the reactants needed to synthesize it. (3) Given the product [N:1]12[CH2:8][CH2:7][CH:4]([CH2:5][CH2:6]1)[CH:3]([NH:9][C:10]([C:12]1[CH:13]=[CH:14][CH:15]=[C:16]3[O:20][C:19]([C:21]4[CH:26]=[CH:25][C:24]([C:33]#[C:32][Si:29]([CH3:31])([CH3:30])[CH3:28])=[CH:23][CH:22]=4)=[N:18][C:17]=13)=[O:11])[CH2:2]2, predict the reactants needed to synthesize it. The reactants are: [N:1]12[CH2:8][CH2:7][CH:4]([CH2:5][CH2:6]1)[CH:3]([NH:9][C:10]([C:12]1[CH:13]=[CH:14][CH:15]=[C:16]3[O:20][C:19]([C:21]4[CH:26]=[CH:25][C:24](I)=[CH:23][CH:22]=4)=[N:18][C:17]=13)=[O:11])[CH2:2]2.[CH3:28][Si:29]([C:32]#[CH:33])([CH3:31])[CH3:30]. (4) Given the product [OH:19][CH:16]1[CH2:17][CH2:18][N:13]([C:2]2[CH:12]=[CH:11][C:5]([C:6]([O:8][CH2:9][CH3:10])=[O:7])=[CH:4][CH:3]=2)[CH2:14][CH2:15]1, predict the reactants needed to synthesize it. The reactants are: F[C:2]1[CH:12]=[CH:11][C:5]([C:6]([O:8][CH2:9][CH3:10])=[O:7])=[CH:4][CH:3]=1.[NH:13]1[CH2:18][CH2:17][CH:16]([OH:19])[CH2:15][CH2:14]1.O. (5) The reactants are: CO[C:3]1[CH:11]=[C:10]([C:12]([F:15])([F:14])[F:13])[CH:9]=[C:8]([S:16][CH3:17])[C:4]=1[C:5]([OH:7])=[O:6].FC(F)(F)C1C=CC(C(O)=O)=CC=1.CSSC. Given the product [CH3:17][S:16][C:8]1[CH:9]=[C:10]([C:12]([F:13])([F:14])[F:15])[CH:11]=[CH:3][C:4]=1[C:5]([OH:7])=[O:6], predict the reactants needed to synthesize it. (6) Given the product [Cl:8][C:7]1[N:6]=[CH:5][C:4]([S:9]([NH:12][C:13]2[CH:22]=[CH:21][C:16]([C:17]([O:19][CH3:20])=[O:18])=[C:15]([OH:23])[CH:14]=2)(=[O:11])=[O:10])=[CH:3][C:2]=1[C:28]1[CH:29]=[CH:30][C:25]([F:24])=[C:26]([CH3:34])[CH:27]=1, predict the reactants needed to synthesize it. The reactants are: Br[C:2]1[CH:3]=[C:4]([S:9]([NH:12][C:13]2[CH:22]=[CH:21][C:16]([C:17]([O:19][CH3:20])=[O:18])=[C:15]([OH:23])[CH:14]=2)(=[O:11])=[O:10])[CH:5]=[N:6][C:7]=1[Cl:8].[F:24][C:25]1[CH:30]=[CH:29][C:28](B(O)O)=[CH:27][C:26]=1[CH3:34]. (7) Given the product [S:17]([C:13]1[CH:12]=[C:11]([N:8]2[C:4]3=[N:5][CH:6]=[CH:7][C:2]([B:24]([OH:25])[OH:23])=[C:3]3[CH:10]=[N:9]2)[CH:16]=[CH:15][CH:14]=1)(=[O:19])(=[O:18])[NH2:20], predict the reactants needed to synthesize it. The reactants are: I[C:2]1[CH:7]=[CH:6][N:5]=[C:4]2[N:8]([C:11]3[CH:12]=[C:13]([S:17]([NH2:20])(=[O:19])=[O:18])[CH:14]=[CH:15][CH:16]=3)[N:9]=[CH:10][C:3]=12.CC1(C)C(C)(C)[O:25][B:24](B2OC(C)(C)C(C)(C)O2)[O:23]1.C([O-])(=O)C.[K+].C(Cl)Cl.